This data is from Full USPTO retrosynthesis dataset with 1.9M reactions from patents (1976-2016). The task is: Predict the reactants needed to synthesize the given product. (1) The reactants are: Cl.[NH2:2][C:3]1[CH:26]=[CH:25][C:6]([C:7]([NH:9][C:10]2[CH:15]=[CH:14][C:13]([NH:16][C:17]3[CH:22]=[C:21]([CH3:23])[N:20]=[C:19]([NH2:24])[N:18]=3)=[CH:12][CH:11]=2)=[O:8])=[CH:5][CH:4]=1.Cl.[Cl:28][C:29]1[C:38]2[C:33](=[CH:34][CH:35]=[C:36]([N:39]([CH3:41])[CH3:40])[CH:37]=2)[N:32]=[CH:31][CH:30]=1.O=[O+][O-]. Given the product [ClH:28].[NH2:24][C:19]1[N:18]=[C:17]([NH:16][C:13]2[CH:12]=[CH:11][C:10]([NH:9][C:7](=[O:8])[C:6]3[CH:25]=[CH:26][C:3]([NH:2][C:29]4[C:38]5[C:33](=[CH:34][CH:35]=[C:36]([N:39]([CH3:41])[CH3:40])[CH:37]=5)[N:32]=[CH:31][CH:30]=4)=[CH:4][CH:5]=3)=[CH:15][CH:14]=2)[CH:22]=[C:21]([CH3:23])[N:20]=1, predict the reactants needed to synthesize it. (2) Given the product [Cl:1][C:2]1[C:10]2[N:9]([CH2:18][C:19]([C:22]3[CH:27]=[CH:26][N:25]=[CH:24][CH:23]=3)([OH:20])[CH3:21])[C:8]3[CH2:11][CH2:12][N:13]([CH3:15])[CH2:14][C:7]=3[C:6]=2[CH:5]=[CH:4][CH:3]=1, predict the reactants needed to synthesize it. The reactants are: [Cl:1][C:2]1[C:10]2[NH:9][C:8]3[CH2:11][CH2:12][N:13]([CH3:15])[CH2:14][C:7]=3[C:6]=2[CH:5]=[CH:4][CH:3]=1.[H-].[Na+].[CH3:18][C:19]1([C:22]2[CH:27]=[CH:26][N:25]=[CH:24][CH:23]=2)[CH2:21][O:20]1.